From a dataset of Reaction yield outcomes from USPTO patents with 853,638 reactions. Predict the reaction yield, written as a fraction of the theoretical maximum amount of product (1.0 means a 100% yield; for example, 0.34 means a 34% yield). (1) The reactants are [CH:1]([C:3]1[CH:11]=[CH:10][C:6]([C:7](Cl)=[O:8])=[CH:5][CH:4]=1)=[O:2].[NH2:12][C:13]1[CH:14]=[CH:15][C:16]([O:19][C:20](=[O:29])[N:21]([CH3:28])[C:22]2[CH:27]=[CH:26][CH:25]=[CH:24][CH:23]=2)=[N:17][CH:18]=1.C(N(CC)CC)C. No catalyst specified. The product is [CH:1]([C:3]1[CH:11]=[CH:10][C:6]([C:7]([NH:12][C:13]2[CH:14]=[CH:15][C:16]([O:19][C:20](=[O:29])[N:21]([CH3:28])[C:22]3[CH:27]=[CH:26][CH:25]=[CH:24][CH:23]=3)=[N:17][CH:18]=2)=[O:8])=[CH:5][CH:4]=1)=[O:2]. The yield is 0.820. (2) The reactants are Br[C:2]1[N:3]=[C:4]2[N:11]([CH2:12][CH:13]3[CH2:18][CH2:17][O:16][CH2:15][CH2:14]3)[CH2:10][C:9](=[O:19])[NH:8][C:5]2=[N:6][CH:7]=1.C[Sn](C)(C)[C:22]1[CH:23]=[CH:24][C:25]([C:28]([OH:31])([CH3:30])[CH3:29])=[N:26][CH:27]=1.ClCCl. The catalyst is CN(C)C=O. The product is [OH:31][C:28]([C:25]1[N:26]=[CH:27][C:22]([C:2]2[N:3]=[C:4]3[N:11]([CH2:12][CH:13]4[CH2:18][CH2:17][O:16][CH2:15][CH2:14]4)[CH2:10][C:9](=[O:19])[NH:8][C:5]3=[N:6][CH:7]=2)=[CH:23][CH:24]=1)([CH3:30])[CH3:29]. The yield is 0.358. (3) The reactants are [Si:1]([O:8][C:9]([CH3:19])([CH3:18])[CH2:10][N:11]1[CH:15]=[C:14](I)[N:13]=[C:12]1[CH3:17])([C:4]([CH3:7])([CH3:6])[CH3:5])([CH3:3])[CH3:2].C([Mg]Br)C.[CH3:24][Sn:25](Cl)([CH3:27])[CH3:26]. The catalyst is C(Cl)Cl. The product is [Si:1]([O:8][C:9]([CH3:19])([CH3:18])[CH2:10][N:11]1[CH:15]=[C:14]([Sn:25]([CH3:27])([CH3:26])[CH3:24])[N:13]=[C:12]1[CH3:17])([C:4]([CH3:7])([CH3:6])[CH3:5])([CH3:3])[CH3:2]. The yield is 0.630. (4) The reactants are [NH:1]1[CH2:6][CH2:5][CH:4]([NH:7][C:8](=[O:14])[O:9][C:10]([CH3:13])([CH3:12])[CH3:11])[CH2:3][CH2:2]1.Br[C:16]1[N:17]=[N:18][CH:19]=[CH:20][CH:21]=1.[F-].[Cs+].C([O-])([O-])=O.[K+].[K+]. The catalyst is CS(C)=O.C(Cl)Cl.O. The product is [N:17]1[CH:16]=[CH:21][CH:20]=[C:19]([N:1]2[CH2:2][CH2:3][CH:4]([NH:7][C:8](=[O:14])[O:9][C:10]([CH3:11])([CH3:13])[CH3:12])[CH2:5][CH2:6]2)[N:18]=1. The yield is 0.350. (5) The reactants are [F:1][C:2]1[CH:7]=[CH:6][CH:5]=[C:4]([F:8])[C:3]=1[N:9]1[C:14]2[N:15]=[C:16](S(C)=O)[N:17]=[C:18]([C:19]3[CH:20]=[C:21]([CH:28]=[CH:29][C:30]=3[CH3:31])[C:22]([NH:24][CH:25]([CH3:27])[CH3:26])=[O:23])[C:13]=2[CH2:12][NH:11][C:10]1=[O:35].C(Cl)(Cl)Cl.[CH3:40][CH:41]1[CH2:46][CH2:45][N:44]([CH:47]2[CH2:52][CH2:51][NH:50][CH2:49][CH2:48]2)[CH2:43][CH2:42]1.C(N(CC)C(C)C)(C)C. The catalyst is C1COCC1. The product is [F:1][C:2]1[CH:7]=[CH:6][CH:5]=[C:4]([F:8])[C:3]=1[N:9]1[C:14]2[N:15]=[C:16]([N:50]3[CH2:51][CH2:52][CH:47]([N:44]4[CH2:45][CH2:46][CH:41]([CH3:40])[CH2:42][CH2:43]4)[CH2:48][CH2:49]3)[N:17]=[C:18]([C:19]3[CH:20]=[C:21]([CH:28]=[CH:29][C:30]=3[CH3:31])[C:22]([NH:24][CH:25]([CH3:27])[CH3:26])=[O:23])[C:13]=2[CH2:12][NH:11][C:10]1=[O:35]. The yield is 0.700.